Dataset: Full USPTO retrosynthesis dataset with 1.9M reactions from patents (1976-2016). Task: Predict the reactants needed to synthesize the given product. (1) Given the product [CH2:11]([O:7][C:6](=[O:8])[C:5]1[CH:9]=[CH:10][C:2]([SH:1])=[CH:3][CH:4]=1)[CH3:12], predict the reactants needed to synthesize it. The reactants are: [SH:1][C:2]1[CH:10]=[CH:9][C:5]([C:6]([OH:8])=[O:7])=[CH:4][CH:3]=1.[CH2:11](O)[CH3:12].S(=O)(=O)(O)O. (2) Given the product [Cl:1][C:2]1[CH:10]=[CH:9][CH:8]=[CH:7][C:3]=1[C:4]([N:33]([CH2:34][CH2:35][CH3:36])[CH2:32][C:13]([OH:31])([CH2:14][NH:15][C:16]1[CH:24]=[CH:23][CH:22]=[C:21]2[C:17]=1[CH:18]=[N:19][N:20]2[C:25]1[CH:30]=[CH:29][CH:28]=[CH:27][CH:26]=1)[C:12]([F:37])([F:11])[F:38])=[O:6], predict the reactants needed to synthesize it. The reactants are: [Cl:1][C:2]1[CH:10]=[CH:9][CH:8]=[CH:7][C:3]=1[C:4]([OH:6])=O.[F:11][C:12]([F:38])([F:37])[C:13]([CH2:32][NH:33][CH2:34][CH2:35][CH3:36])([OH:31])[CH2:14][NH:15][C:16]1[CH:24]=[CH:23][CH:22]=[C:21]2[C:17]=1[CH:18]=[N:19][N:20]2[C:25]1[CH:30]=[CH:29][CH:28]=[CH:27][CH:26]=1. (3) Given the product [CH2:1]([C:4]1[C:13]2[O:12][C:11](=[O:14])[N:10]([CH3:15])[CH2:9][C:8]=2[CH:7]=[CH:6][C:5]=1[O:16][CH3:17])[CH:2]=[CH2:3], predict the reactants needed to synthesize it. The reactants are: [CH2:1]([C:4]1[C:13]2[O:12][C:11](=[O:14])[N:10]([CH3:15])[CH2:9][C:8]=2[CH:7]=[CH:6][C:5]=1[OH:16])[CH:2]=[CH2:3].[C:17](=O)([O-])[O-].[K+].[K+].CI.O. (4) Given the product [Cl:22][C:10]1[N:9]=[C:8]([C:4]2[CH:3]=[C:2]([NH:1][C:23](=[O:26])[CH:24]=[CH2:25])[CH:7]=[CH:6][CH:5]=2)[C:13]([NH:14][C:15]2[CH:20]=[CH:19][CH:18]=[C:17]([F:21])[CH:16]=2)=[CH:12][N:11]=1, predict the reactants needed to synthesize it. The reactants are: [NH2:1][C:2]1[CH:3]=[C:4]([C:8]2[C:13]([NH:14][C:15]3[CH:20]=[CH:19][CH:18]=[C:17]([F:21])[CH:16]=3)=[CH:12][N:11]=[C:10]([Cl:22])[N:9]=2)[CH:5]=[CH:6][CH:7]=1.[C:23](Cl)(=[O:26])[CH:24]=[CH2:25].C(N(CC)CC)C. (5) Given the product [F:21][C:15]1[CH:14]=[C:13]([C:10]2[CH:11]=[CH:12][C:4]3[N:5]([CH:9]=2)[C:6](=[O:8])[CH:7]=[C:2]([C:30]2[CH2:35][CH2:34][N:33]([C:36]([O:38][C:39]([CH3:42])([CH3:41])[CH3:40])=[O:37])[CH2:32][CH:31]=2)[N:3]=3)[CH:18]=[CH:17][C:16]=1[O:19][CH3:20], predict the reactants needed to synthesize it. The reactants are: Cl[C:2]1[N:3]=[C:4]2[CH:12]=[CH:11][C:10]([C:13]3[CH:18]=[CH:17][C:16]([O:19][CH3:20])=[C:15]([F:21])[CH:14]=3)=[CH:9][N:5]2[C:6](=[O:8])[CH:7]=1.CC1(C)C(C)(C)OB([C:30]2[CH2:35][CH2:34][N:33]([C:36]([O:38][C:39]([CH3:42])([CH3:41])[CH3:40])=[O:37])[CH2:32][CH:31]=2)O1.C([O-])([O-])=O.[K+].[K+]. (6) Given the product [F:1][C:2]1[CH:34]=[C:33]([F:35])[CH:32]=[CH:31][C:3]=1[O:4][C:5]1[N:10]=[C:9]2[N:11]([CH2:22][O:23][C:48](=[O:49])[CH:44]([NH:43][C:36]([O:38][C:39]([CH3:40])([CH3:42])[CH3:41])=[O:37])[CH:45]([CH3:47])[CH3:46])[N:12]=[C:13]([C:14]3[CH:19]=[C:18]([F:20])[CH:17]=[CH:16][C:15]=3[F:21])[C:8]2=[C:7]([NH:24][CH2:25][CH2:26][S:27]([CH3:30])(=[O:28])=[O:29])[N:6]=1, predict the reactants needed to synthesize it. The reactants are: [F:1][C:2]1[CH:34]=[C:33]([F:35])[CH:32]=[CH:31][C:3]=1[O:4][C:5]1[N:10]=[C:9]2[N:11]([CH2:22][OH:23])[N:12]=[C:13]([C:14]3[CH:19]=[C:18]([F:20])[CH:17]=[CH:16][C:15]=3[F:21])[C:8]2=[C:7]([NH:24][CH2:25][CH2:26][S:27]([CH3:30])(=[O:29])=[O:28])[N:6]=1.[C:36]([NH:43][C@H:44]([C:48](O)=[O:49])[CH:45]([CH3:47])[CH3:46])([O:38][C:39]([CH3:42])([CH3:41])[CH3:40])=[O:37].CN(C1C=CC=CN=1)C.C(N(CC)CC)C.ClC(OC(C)=C)=O.